Dataset: Forward reaction prediction with 1.9M reactions from USPTO patents (1976-2016). Task: Predict the product of the given reaction. (1) Given the reactants [CH:1]1([C:4]2[C:5]([N:24]([C:29]3[CH:34]=[CH:33][C:32]([N+:35]([O-])=O)=[C:31]([C:38]([F:41])([F:40])[F:39])[CH:30]=3)[S:25]([CH3:28])(=[O:27])=[O:26])=[CH:6][C:7]3[O:11][C:10]([C:12]4[CH:17]=[CH:16][C:15]([F:18])=[CH:14][CH:13]=4)=[C:9]([C:19]([NH:21][CH3:22])=[O:20])[C:8]=3[CH:23]=2)[CH2:3][CH2:2]1, predict the reaction product. The product is: [NH2:35][C:32]1[CH:33]=[CH:34][C:29]([N:24]([C:5]2[C:4]([CH:1]3[CH2:3][CH2:2]3)=[CH:23][C:8]3[C:9]([C:19]([NH:21][CH3:22])=[O:20])=[C:10]([C:12]4[CH:13]=[CH:14][C:15]([F:18])=[CH:16][CH:17]=4)[O:11][C:7]=3[CH:6]=2)[S:25]([CH3:28])(=[O:27])=[O:26])=[CH:30][C:31]=1[C:38]([F:41])([F:40])[F:39]. (2) Given the reactants ClC1C=CC(C[O:7][C@@H:8]2[C@@:13]3([CH2:33][O:34]S(C)(=O)=O)[O:14][C@@H:15]([C@@:16]4([N:24]5[CH:32]=[C:30]([CH3:31])[C:28](=[O:29])[NH:27][C:25]5=[O:26])[O:23][C@H:20]([CH2:21][OH:22])[C@@H:18]([OH:19])[CH2:17]4)[C@@H:9]2[CH2:10][N:11]([C:39]([O:41][C:42]([CH3:45])([CH3:44])[CH3:43])=[O:40])[CH2:12]3)=CC=1.C([O-])(=O)C1C=CC=CC=1.[Na+].CN(C=O)C.CCOC(C)=O, predict the reaction product. The product is: [OH:7][C@@H:8]1[C@@:13]2([CH2:33][OH:34])[O:14][C@@H:15]([C@@:16]3([N:24]4[CH:32]=[C:30]([CH3:31])[C:28](=[O:29])[NH:27][C:25]4=[O:26])[O:23][C@H:20]([CH2:21][OH:22])[C@@H:18]([OH:19])[CH2:17]3)[C@@H:9]1[CH2:10][N:11]([C:39]([O:41][C:42]([CH3:45])([CH3:44])[CH3:43])=[O:40])[CH2:12]2. (3) Given the reactants Cl.[CH3:2][O:3][C:4]1[C:5]2[N:12]=[C:11]([NH:13][C:14]([N:16]3[CH2:21][CH2:20][NH:19][CH2:18][CH2:17]3)=[O:15])[S:10][C:6]=2[N:7]=[CH:8][N:9]=1.C(N(CC)C(C)C)(C)C.Br[CH2:32][C:33]1[CH:38]=[CH:37][C:36]([Cl:39])=[CH:35][C:34]=1[S:40]([CH3:43])(=[O:42])=[O:41].O, predict the reaction product. The product is: [CH3:2][O:3][C:4]1[C:5]2[N:12]=[C:11]([NH:13][C:14]([N:16]3[CH2:17][CH2:18][N:19]([CH2:32][C:33]4[CH:38]=[CH:37][C:36]([Cl:39])=[CH:35][C:34]=4[S:40]([CH3:43])(=[O:42])=[O:41])[CH2:20][CH2:21]3)=[O:15])[S:10][C:6]=2[N:7]=[CH:8][N:9]=1. (4) Given the reactants CS(N)(=O)=O.[N:6]1([S:10]([NH2:13])(=[O:12])=[O:11])[CH2:9][CH2:8][CH2:7]1.C(C1(COC2C(C3CC3)=CC(C(O)=O)=C(F)C=2)C2CC3CC(CC1C3)C2)#N.[Cl:41][C:42]1[C:43]([F:52])=[CH:44][C:45]([F:51])=[C:46]([CH:50]=1)[C:47](O)=[O:48], predict the reaction product. The product is: [N:6]1([S:10]([NH:13][C:47](=[O:48])[C:46]2[CH:50]=[C:42]([Cl:41])[C:43]([F:52])=[CH:44][C:45]=2[F:51])(=[O:12])=[O:11])[CH2:9][CH2:8][CH2:7]1. (5) Given the reactants [C:1]([O:5][C:6](=[O:27])[NH:7][CH2:8][CH:9]1S[C:12]2[CH:14]=[C:15]([F:26])[CH:16]=[C:17]([C:18]3[C:23]([Cl:24])=[CH:22][CH:21]=[CH:20][C:19]=3[Cl:25])[C:11]=2[O:10]1)([CH3:4])([CH3:3])[CH3:2].C1C=C(Cl)C=C(C(OO)=O)C=1.[O-:39][S:40]([O-:42])=O.[Na+].[Na+], predict the reaction product. The product is: [C:1]([O:5][C:6](=[O:27])[NH:7][CH2:8][CH:9]1[S:40](=[O:42])(=[O:39])[C:12]2[CH:14]=[C:15]([F:26])[CH:16]=[C:17]([C:18]3[C:23]([Cl:24])=[CH:22][CH:21]=[CH:20][C:19]=3[Cl:25])[C:11]=2[O:10]1)([CH3:4])([CH3:2])[CH3:3].